This data is from Forward reaction prediction with 1.9M reactions from USPTO patents (1976-2016). The task is: Predict the product of the given reaction. (1) Given the reactants O=[C:2]1[C:11]2[C:6](=[CH:7][CH:8]=[C:9]([C:12]3[O:16][C:15]([CH:17]=[O:18])=[CH:14][CH:13]=3)[CH:10]=2)[N:5]=[CH:4][NH:3]1.O=S(Cl)[Cl:21].[ClH:23], predict the reaction product. The product is: [ClH:21].[Cl:23][C:2]1[C:11]2[C:6](=[CH:7][CH:8]=[C:9]([C:12]3[O:16][C:15]([CH:17]=[O:18])=[CH:14][CH:13]=3)[CH:10]=2)[N:5]=[CH:4][N:3]=1. (2) Given the reactants [CH2:1]([C:5]1[CH:10]=[CH:9][C:8]([C:11]#[C:12][C:13]2[CH:40]=[CH:39][C:16]([CH2:17][N:18]([CH2:28][C:29]3[CH:38]=[CH:37][C:32]([C:33]([O:35]C)=[O:34])=[CH:31][CH:30]=3)[C:19](=[O:27])[CH2:20][CH2:21][CH:22]3[CH2:26][CH2:25][CH2:24][CH2:23]3)=[CH:15][CH:14]=2)=[CH:7][CH:6]=1)[CH2:2][CH2:3][CH3:4].[OH-].[Na+], predict the reaction product. The product is: [CH2:1]([C:5]1[CH:6]=[CH:7][C:8]([C:11]#[C:12][C:13]2[CH:40]=[CH:39][C:16]([CH2:17][N:18]([CH2:28][C:29]3[CH:38]=[CH:37][C:32]([C:33]([OH:35])=[O:34])=[CH:31][CH:30]=3)[C:19](=[O:27])[CH2:20][CH2:21][CH:22]3[CH2:26][CH2:25][CH2:24][CH2:23]3)=[CH:15][CH:14]=2)=[CH:9][CH:10]=1)[CH2:2][CH2:3][CH3:4]. (3) The product is: [Br:1][CH2:2][C:3]1[CH:11]=[CH:10][CH:9]=[CH:8][C:4]=1[C:5]([C:22]1[CH:23]=[C:18]([O:17][CH3:16])[CH:19]=[CH:20][C:21]=1[O:24][CH3:25])=[O:6]. Given the reactants [Br:1][CH2:2][C:3]1[CH:11]=[CH:10][CH:9]=[CH:8][C:4]=1[C:5](Cl)=[O:6].[Al+3].[Cl-].[Cl-].[Cl-].[CH3:16][O:17][C:18]1[CH:23]=[CH:22][C:21]([O:24][CH3:25])=[CH:20][CH:19]=1.CCCCCC.CCOC(C)=O, predict the reaction product. (4) Given the reactants [NH2:1][C:2]1[NH:7][C:6](=[O:8])[N:5]([CH2:9][C:10]2[CH:15]=[CH:14][CH:13]=[CH:12][C:11]=2[F:16])[C:4](=[O:17])[C:3]=1[NH:18][C:19](=[O:39])[CH2:20][C:21]1[CH:26]=[CH:25][C:24]([NH:27][S:28]([C:31]2[C:32]([CH3:38])=[N:33][N:34]([CH3:37])[C:35]=2[Cl:36])(=[O:30])=[O:29])=[CH:23][N:22]=1.C(=O)([O-])[O-].[K+].[K+].Br[CH2:47][CH:48]1[CH2:51][CH2:50][CH2:49]1, predict the reaction product. The product is: [NH2:1][C:2]1[N:7]([CH2:47][CH:48]2[CH2:51][CH2:50][CH2:49]2)[C:6](=[O:8])[N:5]([CH2:9][C:10]2[CH:15]=[CH:14][CH:13]=[CH:12][C:11]=2[F:16])[C:4](=[O:17])[C:3]=1[NH:18][C:19](=[O:39])[CH2:20][C:21]1[CH:26]=[CH:25][C:24]([NH:27][S:28]([C:31]2[C:32]([CH3:38])=[N:33][N:34]([CH3:37])[C:35]=2[Cl:36])(=[O:30])=[O:29])=[CH:23][N:22]=1.